Dataset: Reaction yield outcomes from USPTO patents with 853,638 reactions. Task: Predict the reaction yield, written as a fraction of the theoretical maximum amount of product (1.0 means a 100% yield; for example, 0.34 means a 34% yield). The reactants are [CH2:1]([O:3][C:4]([C:6]1[CH:7]=[N:8][C:9]2[C:14]([C:15]=1Cl)=[CH:13][CH:12]=[CH:11][C:10]=2[O:17][CH3:18])=[O:5])[CH3:2].[NH2:19][CH2:20][CH2:21][CH2:22][CH3:23]. No catalyst specified. The product is [CH2:1]([O:3][C:4]([C:6]1[CH:7]=[N:8][C:9]2[C:14]([C:15]=1[NH:19][CH2:20][CH2:21][CH2:22][CH3:23])=[CH:13][CH:12]=[CH:11][C:10]=2[O:17][CH3:18])=[O:5])[CH3:2]. The yield is 1.00.